Dataset: Full USPTO retrosynthesis dataset with 1.9M reactions from patents (1976-2016). Task: Predict the reactants needed to synthesize the given product. Given the product [C:1]([C:3]1[CH:4]=[C:5]([N:16]([CH3:28])[C:17]([C:19]2[S:23][C:22]3[CH:24]=[CH:25][CH:26]=[CH:27][C:21]=3[CH:20]=2)=[O:18])[CH:6]=[CH:7][C:8]=1[N:9]1[CH2:14][CH2:13][CH:12]([OH:15])[CH2:11][CH2:10]1)#[N:2], predict the reactants needed to synthesize it. The reactants are: [C:1]([C:3]1[CH:4]=[C:5]([NH:16][C:17]([C:19]2[S:23][C:22]3[CH:24]=[CH:25][CH:26]=[CH:27][C:21]=3[CH:20]=2)=[O:18])[CH:6]=[CH:7][C:8]=1[N:9]1[CH2:14][CH2:13][CH:12]([OH:15])[CH2:11][CH2:10]1)#[N:2].[C:28]([Si](Cl)(C)C)(C)(C)C.N1C=CN=C1.CN(C)C=O.